From a dataset of Full USPTO retrosynthesis dataset with 1.9M reactions from patents (1976-2016). Predict the reactants needed to synthesize the given product. (1) Given the product [O:27]1[CH2:32][CH2:31][O:30][C:29]2[C:33]([CH2:37][NH:38][C:16]3[N:15]=[CH:14][C:13]4[C:18](=[CH:19][CH:20]=[C:11]([O:10][C:8]5[CH:7]=[CH:6][N:5]=[C:4]([C:3]([NH:2][CH3:1])=[O:25])[CH:9]=5)[CH:12]=4)[N:17]=3)=[CH:34][CH:35]=[CH:36][C:28]1=2, predict the reactants needed to synthesize it. The reactants are: [CH3:1][NH:2][C:3](=[O:25])[C:4]1[CH:9]=[C:8]([O:10][C:11]2[CH:12]=[C:13]3[C:18](=[CH:19][CH:20]=2)[N:17]=[C:16](S(C)(=O)=O)[N:15]=[CH:14]3)[CH:7]=[CH:6][N:5]=1.Cl.[O:27]1[CH2:32][CH2:31][O:30][C:29]2[C:33]([CH2:37][NH2:38])=[CH:34][CH:35]=[CH:36][C:28]1=2. (2) Given the product [CH2:13]([C:17]1[N:18]=[C:19]([CH3:47])[N:20]([CH2:39][C:40]2[S:44][C:43]([CH3:45])=[N:42][C:41]=2[CH3:46])[C:21](=[O:38])[C:22]=1[CH2:23][C:24]1[CH:25]=[CH:26][C:27]([C:30]2[CH:35]=[CH:34][CH:33]=[CH:32][C:31]=2[C:36]2[NH:3][C:4](=[O:7])[O:5][N:37]=2)=[CH:28][CH:29]=1)[CH2:14][CH2:15][CH3:16], predict the reactants needed to synthesize it. The reactants are: [Cl-].O[NH3+:3].[C:4](=[O:7])([O-])[OH:5].[Na+].CS(C)=O.[CH2:13]([C:17]1[N:18]=[C:19]([CH3:47])[N:20]([CH2:39][C:40]2[S:44][C:43]([CH3:45])=[N:42][C:41]=2[CH3:46])[C:21](=[O:38])[C:22]=1[CH2:23][C:24]1[CH:29]=[CH:28][C:27]([C:30]2[C:31]([C:36]#[N:37])=[CH:32][CH:33]=[CH:34][CH:35]=2)=[CH:26][CH:25]=1)[CH2:14][CH2:15][CH3:16]. (3) The reactants are: [Cl:1][C:2]1[C:7]([Cl:8])=[CH:6][C:5]([N:9]2[CH2:14][CH2:13][N:12]([CH2:15][CH2:16][C:17]([F:20])([F:19])[F:18])[CH2:11][CH2:10]2)=[C:4]([N+:21]([O-])=O)[CH:3]=1.[BH4-].[Na+]. Given the product [Cl:8][C:7]1[C:2]([Cl:1])=[CH:3][C:4]([NH2:21])=[C:5]([N:9]2[CH2:10][CH2:11][N:12]([CH2:15][CH2:16][C:17]([F:19])([F:20])[F:18])[CH2:13][CH2:14]2)[CH:6]=1, predict the reactants needed to synthesize it. (4) The reactants are: [CH3:1][S:2]([N:5]1[CH2:14][CH2:13][C:12]2[C:7](=[CH:8][CH:9]=[C:10]([C:15]3[CH:16]=[C:17]([OH:21])[CH:18]=[CH:19][CH:20]=3)[CH:11]=2)[CH2:6]1)(=[O:4])=[O:3].CS(O[CH2:27][CH:28]1[CH2:33][CH2:32][N:31]([C:34]([O:36][CH:37]([CH3:39])[CH3:38])=[O:35])[CH2:30][CH2:29]1)(=O)=O. Given the product [CH3:1][S:2]([N:5]1[CH2:14][CH2:13][C:12]2[C:7](=[CH:8][CH:9]=[C:10]([C:15]3[CH:16]=[C:17]([CH:18]=[CH:19][CH:20]=3)[O:21][CH2:27][CH:28]3[CH2:33][CH2:32][N:31]([C:34]([O:36][CH:37]([CH3:39])[CH3:38])=[O:35])[CH2:30][CH2:29]3)[CH:11]=2)[CH2:6]1)(=[O:4])=[O:3], predict the reactants needed to synthesize it. (5) Given the product [Cl:35][C:36]1[N:37]=[CH:38][C:39]([N:16]2[C:17]3[C:22](=[CH:21][C:20]([C:24]([N:26]4[CH2:27][CH2:28][N:29]([CH:32]([CH3:34])[CH3:33])[CH2:30][CH2:31]4)=[O:25])=[CH:19][CH:18]=3)[CH:23]=[C:15]2[C:13]([N:10]2[CH2:9][CH2:8][N:7]([S:4]([CH:1]3[CH2:2][CH2:3]3)(=[O:5])=[O:6])[CH2:12][CH2:11]2)=[O:14])=[CH:40][CH:41]=1, predict the reactants needed to synthesize it. The reactants are: [CH:1]1([S:4]([N:7]2[CH2:12][CH2:11][N:10]([C:13]([C:15]3[NH:16][C:17]4[C:22]([CH:23]=3)=[CH:21][C:20]([C:24]([N:26]3[CH2:31][CH2:30][N:29]([CH:32]([CH3:34])[CH3:33])[CH2:28][CH2:27]3)=[O:25])=[CH:19][CH:18]=4)=[O:14])[CH2:9][CH2:8]2)(=[O:6])=[O:5])[CH2:3][CH2:2]1.[Cl:35][C:36]1[CH:41]=[CH:40][C:39](B(O)O)=[CH:38][N:37]=1. (6) Given the product [CH3:20][S:17]([C:14]1[CH:15]=[CH:16][C:10]2[N:9]=[C:8]([C:5]3[CH:6]=[CH:7][C:2]([C:25]4[CH:26]=[CH:27][C:22]([OH:21])=[CH:23][CH:24]=4)=[CH:3][CH:4]=3)[NH:12][C:11]=2[CH:13]=1)(=[O:19])=[O:18], predict the reactants needed to synthesize it. The reactants are: Br[C:2]1[CH:7]=[CH:6][C:5]([C:8]2[NH:12][C:11]3[CH:13]=[C:14]([S:17]([CH3:20])(=[O:19])=[O:18])[CH:15]=[CH:16][C:10]=3[N:9]=2)=[CH:4][CH:3]=1.[OH:21][C:22]1[CH:27]=[CH:26][C:25](B(O)O)=[CH:24][CH:23]=1. (7) Given the product [CH3:9][O:8][CH2:7][C:5]1[NH:4][N:3]=[C:2]([S:1][N:31]([C:23]2[S:24][C:25]3[C:30]([N:22]=2)=[CH:29][CH:28]=[CH:27][N:26]=3)[C:11]2[C:12]3[N:20]=[CH:19][CH:18]=[CH:17][C:13]=3[N:14]=[CH:15][N:16]=2)[N:6]=1, predict the reactants needed to synthesize it. The reactants are: [SH:1][C:2]1[N:6]=[C:5]([CH2:7][O:8][CH3:9])[NH:4][N:3]=1.Cl[C:11]1[C:12]2[N:20]=[C:19](Cl)[CH:18]=[CH:17][C:13]=2[N:14]=[CH:15][N:16]=1.[N:22]1[C:30]2[C:25](=[N:26][CH:27]=[CH:28][CH:29]=2)[S:24][C:23]=1[NH2:31].